Dataset: Full USPTO retrosynthesis dataset with 1.9M reactions from patents (1976-2016). Task: Predict the reactants needed to synthesize the given product. (1) Given the product [CH:1]([N:4]([CH3:15])[C@@H:5]1[CH2:10][CH2:9][C@H:8]([NH:11][C:28](=[O:29])[CH2:27][NH:26][C:24](=[O:25])[O:23][CH2:16][C:17]2[CH:22]=[CH:21][CH:20]=[CH:19][CH:18]=2)[C@H:7]([CH2:12][O:13][CH3:14])[CH2:6]1)([CH3:3])[CH3:2], predict the reactants needed to synthesize it. The reactants are: [CH:1]([N:4]([CH3:15])[C@@H:5]1[CH2:10][CH2:9][C@H:8]([NH2:11])[C@H:7]([CH2:12][O:13][CH3:14])[CH2:6]1)([CH3:3])[CH3:2].[CH2:16]([O:23][C:24]([NH:26][CH2:27][C:28](O)=[O:29])=[O:25])[C:17]1[CH:22]=[CH:21][CH:20]=[CH:19][CH:18]=1.C(N(C(C)C)CC)(C)C.CN(C(ON1N=NC2C=CC=NC1=2)=[N+](C)C)C.F[P-](F)(F)(F)(F)F. (2) Given the product [Cl:8][C:7]1[CH:6]=[CH:5][C:4]([O:9][C@H:30]([CH3:32])[C:29]([O:34][CH3:35])=[O:33])=[CH:3][C:2]=1[CH3:1], predict the reactants needed to synthesize it. The reactants are: [CH3:1][C:2]1[CH:3]=[C:4]([OH:9])[CH:5]=[CH:6][C:7]=1[Cl:8].C1(P(C2C=CC=CC=2)C2C=CC=CC=2)C=CC=CC=1.[C:29]([O:34][CH3:35])(=[O:33])[C@H:30]([CH3:32])O.CCOC(/N=N/C(OCC)=O)=O. (3) Given the product [C:1]1([CH2:7][CH2:8][CH2:9][CH:10]([NH:20][C:21]([CH:23]2[CH2:28][CH2:27][CH2:26][N:25]([C:29]([CH:31]3[CH2:36][CH2:35][CH2:34][CH2:33][N:32]3[CH2:39][C@@H:38]([OH:37])[CH2:40][O:41][C:42]3[CH:51]=[CH:50][CH:49]=[C:48]4[C:43]=3[CH:44]=[CH:45][CH:46]=[N:47]4)=[O:30])[CH2:24]2)=[O:22])[CH2:11][CH2:12][CH2:13][C:14]2[CH:15]=[CH:16][CH:17]=[CH:18][CH:19]=2)[CH:2]=[CH:3][CH:4]=[CH:5][CH:6]=1, predict the reactants needed to synthesize it. The reactants are: [C:1]1([CH2:7][CH2:8][CH2:9][CH:10]([NH:20][C:21]([CH:23]2[CH2:28][CH2:27][CH2:26][N:25]([C:29]([CH:31]3[CH2:36][CH2:35][CH2:34][CH2:33][NH:32]3)=[O:30])[CH2:24]2)=[O:22])[CH2:11][CH2:12][CH2:13][C:14]2[CH:19]=[CH:18][CH:17]=[CH:16][CH:15]=2)[CH:6]=[CH:5][CH:4]=[CH:3][CH:2]=1.[O:37]1[CH2:39][C@@H:38]1[CH2:40][O:41][C:42]1[CH:51]=[CH:50][CH:49]=[C:48]2[C:43]=1[CH:44]=[CH:45][CH:46]=[N:47]2. (4) Given the product [Cl:1][C:2]1[CH:3]=[C:4]([C:9]2[N:32]3[N:31]=[C:30]([NH:29][C:19]4[CH:20]=[CH:21][C:22]([N:23]5[CH:27]=[C:26]([CH3:28])[N:25]=[CH:24]5)=[C:17]([O:16][CH3:15])[CH:18]=4)[N:34]=[C:33]3[N:35]=[C:11]([CH3:12])[CH:10]=2)[CH:5]=[CH:6][C:7]=1[F:8], predict the reactants needed to synthesize it. The reactants are: [Cl:1][C:2]1[CH:3]=[C:4]([C:9](=O)[CH2:10][C:11](=O)[CH3:12])[CH:5]=[CH:6][C:7]=1[F:8].[CH3:15][O:16][C:17]1[CH:18]=[C:19]([NH:29][C:30]2[NH:34][C:33]([NH2:35])=[N:32][N:31]=2)[CH:20]=[CH:21][C:22]=1[N:23]1[CH:27]=[C:26]([CH3:28])[N:25]=[CH:24]1. (5) Given the product [CH2:1]([C@:8]12[CH2:23][CH2:22][C:21](=[O:24])[CH2:20][C@@H:9]1[CH2:10][CH2:11][CH2:12][C:13]1[CH:18]=[C:17]([O:19][S:32]([C:35]([F:38])([F:37])[F:36])(=[O:34])=[O:33])[CH:16]=[CH:15][C:14]2=1)[C:2]1[CH:3]=[CH:4][CH:5]=[CH:6][CH:7]=1.[CH2:1]([C@@:8]12[CH2:23][CH2:22][C:21](=[O:24])[CH2:20][C@H:9]1[CH2:10][CH2:11][CH2:12][C:13]1[CH:18]=[C:17]([O:19][S:32]([C:35]([F:38])([F:37])[F:36])(=[O:34])=[O:33])[CH:16]=[CH:15][C:14]2=1)[C:2]1[CH:3]=[CH:4][CH:5]=[CH:6][CH:7]=1, predict the reactants needed to synthesize it. The reactants are: [CH2:1]([C:8]12[CH2:23][CH2:22][C:21](=[O:24])[CH2:20][CH:9]1[CH2:10][CH2:11][CH2:12][C:13]1[CH:18]=[C:17]([OH:19])[CH:16]=[CH:15][C:14]=12)[C:2]1[CH:7]=[CH:6][CH:5]=[CH:4][CH:3]=1.C1C=CC(N([S:32]([C:35]([F:38])([F:37])[F:36])(=[O:34])=[O:33])[S:32]([C:35]([F:38])([F:37])[F:36])(=[O:34])=[O:33])=CC=1.CCN(C(C)C)C(C)C. (6) Given the product [CH3:42][O:41][CH2:40][CH2:39][NH:10][C:11](=[O:38])[CH2:12][N:13]1[CH2:19][C:18]2[CH:20]=[CH:21][CH:22]=[CH:23][C:17]=2[N:16]([C:24]([C:26]2[CH:27]=[N:28][C:29]([N:32]3[CH:36]=[CH:35][CH:34]=[N:33]3)=[CH:30][CH:31]=2)=[O:25])[CH2:15][C:14]1=[O:37].[OH:8][CH2:9][N:10]([CH2:39][CH2:40][O:41][CH3:42])[C:11](=[O:38])[CH2:12][N:13]1[CH2:19][C:18]2[CH:20]=[CH:21][CH:22]=[CH:23][C:17]=2[N:16]([C:24]([C:26]2[CH:27]=[N:28][C:29]([N:32]3[CH:36]=[CH:35][CH:34]=[N:33]3)=[CH:30][CH:31]=2)=[O:25])[CH2:15][C:14]1=[O:37], predict the reactants needed to synthesize it. The reactants are: C([O:8][CH2:9][N:10]([CH2:39][CH2:40][O:41][CH3:42])[C:11](=[O:38])[CH2:12][N:13]1[CH2:19][C:18]2[CH:20]=[CH:21][CH:22]=[CH:23][C:17]=2[N:16]([C:24]([C:26]2[CH:27]=[N:28][C:29]([N:32]3[CH:36]=[CH:35][CH:34]=[N:33]3)=[CH:30][CH:31]=2)=[O:25])[CH2:15][C:14]1=[O:37])C1C=CC=CC=1.FC(F)(F)C(O)=O.O.[OH-].[Na+]. (7) Given the product [CH3:14][CH:12]([CH2:11][CH2:10][CH2:9][CH:8]([CH:15]1[C:19]2([CH3:37])[CH2:20][CH2:21][CH:22]3[C:27]4([CH3:36])[CH2:28][CH2:29][CH:30]([O:32][C:33]([NH:5][CH2:4][CH2:3][N:2]([CH3:6])[CH3:1])=[O:34])[CH2:31][C:26]4=[CH:25][CH2:24][CH:23]3[CH:18]2[CH2:17][CH2:16]1)[CH3:7])[CH3:13].[ClH:35], predict the reactants needed to synthesize it. The reactants are: [CH3:1][N:2]([CH3:6])[CH2:3][CH2:4][NH2:5].[CH3:7][C@@H:8]([C@@H:15]1[C@@:19]2([CH3:37])[CH2:20][CH2:21][CH:22]3[C@@:27]4([CH3:36])[CH2:28][CH2:29][CH:30]([O:32][C:33]([Cl:35])=[O:34])[CH2:31][C:26]4=[CH:25][CH2:24][CH:23]3[CH:18]2[CH2:17][CH2:16]1)[CH2:9][CH2:10][CH2:11][CH:12]([CH3:14])[CH3:13]. (8) Given the product [C:3]([O:7][C:8]([N:10]1[CH2:11][CH:12]2[CH2:25][CH2:24][CH:22]([C:21]3[CH:20]=[C:19]4[C:15](=[CH:14][C:13]=32)[N:16]=[CH:17][N:18]4[CH3:2])[CH2:23]1)=[O:9])([CH3:6])([CH3:4])[CH3:5], predict the reactants needed to synthesize it. The reactants are: I[CH3:2].[C:3]([O:7][C:8]([N:10]1[CH2:23][CH:22]2[CH2:24][CH2:25][CH:12]([C:13]3[CH:14]=[C:15]4[C:19](=[CH:20][C:21]=32)[N:18]=[CH:17][NH:16]4)[CH2:11]1)=[O:9])([CH3:6])([CH3:5])[CH3:4].[OH-].[Na+].